Dataset: Forward reaction prediction with 1.9M reactions from USPTO patents (1976-2016). Task: Predict the product of the given reaction. (1) The product is: [CH3:22][O:21][C:19](=[O:20])[C:18]1[CH:23]=[CH:24][C:15]([C:13]2[NH:6][C:4](=[O:5])[C:3]3[C:2](=[C:10]([F:11])[CH:9]=[C:8]([F:12])[CH:7]=3)[N:1]=2)=[CH:16][CH:17]=1. Given the reactants [NH2:1][C:2]1[C:10]([F:11])=[CH:9][C:8]([F:12])=[CH:7][C:3]=1[C:4]([NH2:6])=[O:5].[CH:13]([C:15]1[CH:24]=[CH:23][C:18]([C:19]([O:21][CH3:22])=[O:20])=[CH:17][CH:16]=1)=O.S(OS([O-])=O)([O-])=O.[Na+].[Na+], predict the reaction product. (2) Given the reactants [NH2:1][S:2]([C:5]1[CH:6]=[C:7]([CH:12]=[CH:13][C:14]=1[Cl:15])[C:8](OC)=[O:9])(=[O:4])=[O:3].[Cl-].[Cl-].[Ca+2].[BH4-].[Na+], predict the reaction product. The product is: [Cl:15][C:14]1[CH:13]=[CH:12][C:7]([CH2:8][OH:9])=[CH:6][C:5]=1[S:2]([NH2:1])(=[O:4])=[O:3].